This data is from Buchwald-Hartwig C-N cross coupling reaction yields with 55,370 reactions. The task is: Predict the reaction yield, written as a fraction of the theoretical maximum amount of product (1.0 means a 100% yield; for example, 0.34 means a 34% yield). (1) The product is Cc1ccc(Nc2ccc(C(F)(F)F)cc2)cc1. No catalyst specified. The yield is 0.274. The reactants are FC(F)(F)c1ccc(Br)cc1.Cc1ccc(N)cc1.O=S(=O)(O[Pd]1c2ccccc2-c2ccccc2N~1)C(F)(F)F.CC(C)c1cc(C(C)C)c(-c2ccccc2P(C(C)(C)C)C(C)(C)C)c(C(C)C)c1.CN1CCCN2CCCN=C12.c1ccc(CN(Cc2ccccc2)c2ccno2)cc1. (2) The reactants are FC(F)(F)c1ccc(Br)cc1.Cc1ccc(N)cc1.O=S(=O)(O[Pd]1c2ccccc2-c2ccccc2N~1)C(F)(F)F.CC(C)c1cc(C(C)C)c(-c2ccccc2P(C(C)(C)C)C(C)(C)C)c(C(C)C)c1.CN1CCCN2CCCN=C12.Cc1cc(C)on1. No catalyst specified. The product is Cc1ccc(Nc2ccc(C(F)(F)F)cc2)cc1. The yield is 0.349. (3) The reactants are Ic1ccccn1.Cc1ccc(N)cc1.O=S(=O)(O[Pd]1c2ccccc2-c2ccccc2N~1)C(F)(F)F.CC(C)c1cc(C(C)C)c(-c2ccccc2P(C2CCCCC2)C2CCCCC2)c(C(C)C)c1.CN1CCCN2CCCN=C12.Fc1cccc(F)c1-c1ccno1. No catalyst specified. The product is Cc1ccc(Nc2ccccn2)cc1. The yield is 0.232. (4) No catalyst specified. The reactants are FC(F)(F)c1ccc(Br)cc1.Cc1ccc(N)cc1.O=S(=O)(O[Pd]1c2ccccc2-c2ccccc2N~1)C(F)(F)F.CC(C)c1cc(C(C)C)c(-c2ccccc2P(C2CCCCC2)C2CCCCC2)c(C(C)C)c1.CCN=P(N=P(N(C)C)(N(C)C)N(C)C)(N(C)C)N(C)C.c1ccc(-c2ccno2)cc1. The yield is 0.147. The product is Cc1ccc(Nc2ccc(C(F)(F)F)cc2)cc1. (5) The reactants are Clc1ccccn1.Cc1ccc(N)cc1.O=S(=O)(O[Pd]1c2ccccc2-c2ccccc2N~1)C(F)(F)F.CC(C)c1cc(C(C)C)c(-c2ccccc2P(C2CCCCC2)C2CCCCC2)c(C(C)C)c1.CCN=P(N=P(N(C)C)(N(C)C)N(C)C)(N(C)C)N(C)C.CCOC(=O)c1cc(C)no1. No catalyst specified. The product is Cc1ccc(Nc2ccccn2)cc1. The yield is 0.351. (6) The reactants are FC(F)(F)c1ccc(I)cc1.Cc1ccc(N)cc1.O=S(=O)(O[Pd]1c2ccccc2-c2ccccc2N~1)C(F)(F)F.CC(C)c1cc(C(C)C)c(-c2ccccc2P(C2CCCCC2)C2CCCCC2)c(C(C)C)c1.CN(C)C(=NC(C)(C)C)N(C)C.CCOC(=O)c1ccon1. No catalyst specified. The product is Cc1ccc(Nc2ccc(C(F)(F)F)cc2)cc1. The yield is 0.349. (7) The reactants are COc1ccc(Cl)cc1.Cc1ccc(N)cc1.O=S(=O)(O[Pd]1c2ccccc2-c2ccccc2N~1)C(F)(F)F.CC(C)c1cc(C(C)C)c(-c2ccccc2P(C(C)(C)C)C(C)(C)C)c(C(C)C)c1.CN(C)C(=NC(C)(C)C)N(C)C.COC(=O)c1cc(-c2cccs2)on1. No catalyst specified. The product is COc1ccc(Nc2ccc(C)cc2)cc1. The yield is 0.00252.